From a dataset of Reaction yield outcomes from USPTO patents with 853,638 reactions. Predict the reaction yield, written as a fraction of the theoretical maximum amount of product (1.0 means a 100% yield; for example, 0.34 means a 34% yield). (1) The reactants are CC1C=CC(S(O[CH2:12][CH2:13][CH2:14][CH2:15][C:16]2[C:24]3[C:19](=[CH:20][CH:21]=[C:22]([F:25])[CH:23]=3)[NH:18][CH:17]=2)(=O)=O)=CC=1.[N:26]1([C:32]2[N:37]=[C:36]([C:38]([NH2:40])=[O:39])[CH:35]=[CH:34][N:33]=2)[CH2:31][CH2:30][NH:29][CH2:28][CH2:27]1.C(=O)([O-])[O-].[K+].[K+].[I-].[K+]. The catalyst is C(#N)C. The product is [F:25][C:22]1[CH:23]=[C:24]2[C:19](=[CH:20][CH:21]=1)[NH:18][CH:17]=[C:16]2[CH2:15][CH2:14][CH2:13][CH2:12][N:29]1[CH2:30][CH2:31][N:26]([C:32]2[N:37]=[C:36]([C:38]([NH2:40])=[O:39])[CH:35]=[CH:34][N:33]=2)[CH2:27][CH2:28]1. The yield is 0.780. (2) The reactants are [CH2:1]([N:8]([CH2:19][CH2:20][OH:21])[C:9](=[O:18])[C:10]1[CH:15]=[CH:14][N+:13]([O-:16])=[CH:12][C:11]=1F)[C:2]1[CH:7]=[CH:6][CH:5]=[CH:4][CH:3]=1.[H-].[Na+].O. The catalyst is C1COCC1. The product is [CH2:1]([N:8]1[C:9](=[O:18])[C:10]2[CH:15]=[CH:14][N+:13]([O-:16])=[CH:12][C:11]=2[O:21][CH2:20][CH2:19]1)[C:2]1[CH:7]=[CH:6][CH:5]=[CH:4][CH:3]=1. The yield is 0.480. (3) The reactants are Cl.[CH3:2][O:3][C:4]1[CH:10]=[C:9]([O:11][CH3:12])[CH:8]=[CH:7][C:5]=1[NH2:6].N1C=CC=CC=1.[F:19][C:20]([F:31])([F:30])[C:21](O[C:21](=[O:22])[C:20]([F:31])([F:30])[F:19])=[O:22]. The catalyst is C1COCC1. The product is [CH3:2][O:3][C:4]1[CH:10]=[C:9]([O:11][CH3:12])[CH:8]=[CH:7][C:5]=1[NH:6][C:21](=[O:22])[C:20]([F:31])([F:30])[F:19]. The yield is 1.00.